This data is from Reaction yield outcomes from USPTO patents with 853,638 reactions. The task is: Predict the reaction yield, written as a fraction of the theoretical maximum amount of product (1.0 means a 100% yield; for example, 0.34 means a 34% yield). (1) The reactants are [NH:1]1[CH2:5][CH2:4][CH:3]([CH2:6][NH:7][C:8]([C:10]2[S:14][C:13]([C:15]3[CH:20]=[CH:19][C:18]([Cl:21])=[CH:17][CH:16]=3)=[N:12][C:11]=2[CH3:22])=[O:9])[CH2:2]1.F[C:24]1[CH:33]=[CH:32][CH:31]=[CH:30][C:25]=1[C:26]([O:28][CH3:29])=[O:27].C(=O)([O-])[O-].[K+].[K+].O. The catalyst is CS(C)=O.[I-].C([N+](CCCC)(CCCC)CCCC)CCC. The product is [Cl:21][C:18]1[CH:17]=[CH:16][C:15]([C:13]2[S:14][C:10]([C:8]([NH:7][CH2:6][CH:3]3[CH2:4][CH2:5][N:1]([C:24]4[CH:33]=[CH:32][CH:31]=[CH:30][C:25]=4[C:26]([O:28][CH3:29])=[O:27])[CH2:2]3)=[O:9])=[C:11]([CH3:22])[N:12]=2)=[CH:20][CH:19]=1. The yield is 0.580. (2) The reactants are [NH2:1][C:2]1[CH:9]=[C:8]([Br:10])[C:7]([Cl:11])=[CH:6][C:3]=1[CH:4]=O.CC1(C)[O:18][C:17](=O)[CH:16]=[C:15]([CH3:20])[O:14]1. No catalyst specified. The product is [C:15]([C:16]1[C:17](=[O:18])[NH:1][C:2]2[C:3]([CH:4]=1)=[CH:6][C:7]([Cl:11])=[C:8]([Br:10])[CH:9]=2)(=[O:14])[CH3:20]. The yield is 0.524. (3) The reactants are [NH2:1][C:2]1[N:7]=[CH:6][N:5]=[C:4]2[N:8]([C@@H:26]3[CH2:31][CH2:30][CH2:29][N:28]([C:32](=[O:36])[CH2:33][C:34]#[N:35])[CH2:27]3)[N:9]=[C:10]([C:11]3[CH:16]=[CH:15][C:14]([O:17][C:18]4[CH:23]=[CH:22][CH:21]=[C:20]([F:24])[C:19]=4[F:25])=[CH:13][CH:12]=3)[C:3]=12.[CH:37]1([CH:40]=O)[CH2:39][CH2:38]1.N1CCCCC1. The catalyst is CO. The product is [NH2:1][C:2]1[N:7]=[CH:6][N:5]=[C:4]2[N:8]([C@@H:26]3[CH2:31][CH2:30][CH2:29][N:28]([C:32]([C:33](=[CH:40][CH:37]4[CH2:39][CH2:38]4)[C:34]#[N:35])=[O:36])[CH2:27]3)[N:9]=[C:10]([C:11]3[CH:16]=[CH:15][C:14]([O:17][C:18]4[CH:23]=[CH:22][CH:21]=[C:20]([F:24])[C:19]=4[F:25])=[CH:13][CH:12]=3)[C:3]=12. The yield is 0.170. (4) The reactants are C(NC(C)C)(C)C.C([Li])CCC.Cl[CH2:14][CH2:15][CH2:16][CH2:17][C:18]#[C:19][Si:20]([CH3:23])([CH3:22])[CH3:21]. The catalyst is C1COCC1. The product is [CH:17]1([C:18]#[C:19][Si:20]([CH3:23])([CH3:22])[CH3:21])[CH2:16][CH2:15][CH2:14]1. The yield is 0.700.